From a dataset of Reaction yield outcomes from USPTO patents with 853,638 reactions. Predict the reaction yield, written as a fraction of the theoretical maximum amount of product (1.0 means a 100% yield; for example, 0.34 means a 34% yield). (1) The product is [Br:1][C:2]1[CH:7]=[C:6]([O:8][CH2:9][CH3:10])[C:5]([Cl:14])=[N:4][CH:3]=1. The catalyst is C(Cl)Cl. The yield is 0.332. The reactants are [Br:1][C:2]1[CH:3]=[N+:4]([O-])[CH:5]=[C:6]([O:8][CH2:9][CH3:10])[CH:7]=1.O=P(Cl)(Cl)[Cl:14]. (2) The reactants are C[O:2][C:3](=[O:29])[C:4]1[CH:9]=[CH:8][C:7]([C:10]2[N:11]([CH3:28])[N:12]=[C:13]([CH3:27])[C:14]=2[NH:15][C:16]([O:18][C@@H:19]([C:21]2[CH:26]=[CH:25][CH:24]=[CH:23][CH:22]=2)[CH3:20])=[O:17])=[CH:6][CH:5]=1.[Li+].[OH-]. The catalyst is C1COCC1.O.O. The product is [CH3:28][N:11]1[C:10]([C:7]2[CH:6]=[CH:5][C:4]([C:3]([OH:29])=[O:2])=[CH:9][CH:8]=2)=[C:14]([NH:15][C:16]([O:18][C@@H:19]([C:21]2[CH:26]=[CH:25][CH:24]=[CH:23][CH:22]=2)[CH3:20])=[O:17])[C:13]([CH3:27])=[N:12]1. The yield is 0.780. (3) The reactants are [F:1][CH:2]([F:30])[C:3]1[C:11]2[C:6](=[CH:7][C:8]([Cl:12])=[CH:9][CH:10]=2)[N:5]([S:13]([C:16]2[CH:21]=[CH:20][C:19]([O:22][CH3:23])=[C:18]([N:24]3[CH2:29][CH2:28][NH:27][CH2:26][CH2:25]3)[CH:17]=2)(=[O:15])=[O:14])[CH:4]=1.C([BH3-])#N.[Na+].C(O)(=O)C.[CH3:39][C:40]([CH3:42])=O. The catalyst is CO. The product is [Cl:12][C:8]1[CH:7]=[C:6]2[C:11]([C:3]([CH:2]([F:1])[F:30])=[CH:4][N:5]2[S:13]([C:16]2[CH:21]=[CH:20][C:19]([O:22][CH3:23])=[C:18]([N:24]3[CH2:29][CH2:28][N:27]([CH:40]([CH3:42])[CH3:39])[CH2:26][CH2:25]3)[CH:17]=2)(=[O:15])=[O:14])=[CH:10][CH:9]=1. The yield is 0.883. (4) The product is [CH2:12]([C:16]1[CH:22]=[CH:21][C:19]([NH:20][C:7](=[O:11])[CH:8]([CH3:9])[CH3:10])=[C:18]([CH3:23])[CH:17]=1)[CH2:13][CH2:14][CH3:15]. The yield is 0.840. The catalyst is ClCCl. The reactants are [C:7](O[C:7](=[O:11])[CH:8]([CH3:10])[CH3:9])(=[O:11])[CH:8]([CH3:10])[CH3:9].[CH2:12]([C:16]1[CH:22]=[CH:21][C:19]([NH2:20])=[C:18]([CH3:23])[CH:17]=1)[CH2:13][CH2:14][CH3:15].C(N(CC)CC)C.Cl. (5) The product is [CH2:1]([O:8][C:9]1[CH:14]=[C:13]([O:15][CH2:16][C:24]2[CH:29]=[CH:28][CH:27]=[CH:26][CH:25]=2)[CH:12]=[C:11]([O:23][C:24]2[CH:29]=[CH:28][C:27]([N+:30]([O-:32])=[O:31])=[CH:26][CH:25]=2)[C:10]=1[C:33]1[O:37][N:36]=[C:35]([C:38]([NH:36][CH2:35][CH3:34])=[O:39])[CH:34]=1)[C:14]1[CH:13]=[CH:12][CH:11]=[CH:10][CH:9]=1. The catalyst is C(N)C.C1COCC1. The reactants are [CH2:1]([O:8][C:9]1[CH:14]=[C:13]([O:15][CH2:16]C2C=CC=CC=2)[CH:12]=[C:11]([O:23][C:24]2[CH:29]=[CH:28][C:27]([N+:30]([O-:32])=[O:31])=[CH:26][CH:25]=2)[C:10]=1[C:33]1[O:37][N:36]=[C:35]([C:38](OCC)=[O:39])[CH:34]=1)C1C=CC=CC=1. The yield is 0.830. (6) The reactants are C(Cl)(=O)C(Cl)=O.[CH2:7]([O:9][C:10]1[CH:18]=[CH:17][C:13]([C:14]([OH:16])=O)=[CH:12][CH:11]=1)[CH3:8].[Br:19][C:20]1[CH:25]=[CH:24][C:23]([Cl:26])=[CH:22][C:21]=1[O:27][CH3:28].[Cl-].[Al+3].[Cl-].[Cl-]. The catalyst is CN(C)C=O.C(Cl)(Cl)Cl.O. The product is [Br:19][C:20]1[CH:25]=[CH:24][C:23]([Cl:26])=[C:22]([C:14]([C:13]2[CH:12]=[CH:11][C:10]([O:9][CH2:7][CH3:8])=[CH:18][CH:17]=2)=[O:16])[C:21]=1[O:27][CH3:28]. The yield is 0.310. (7) The product is [CH2:20]([N:12]([CH2:13][C:14]1[CH:19]=[CH:18][CH:17]=[CH:16][CH:15]=1)[C:9]1[CH:10]=[C:11]2[C:6]([CH:5]=[CH:4][CH:3]=[C:2]2[C:42]2([OH:45])[CH2:43][CH2:44][N:39]([CH3:38])[CH2:40][CH2:41]2)=[CH:7][CH:8]=1)[C:21]1[CH:22]=[CH:23][CH:24]=[CH:25][CH:26]=1. The catalyst is O1CCCC1. The yield is 0.690. The reactants are Br[C:2]1[CH:3]=[CH:4][CH:5]=[C:6]2[C:11]=1[CH:10]=[C:9]([N:12]([CH2:20][C:21]1[CH:26]=[CH:25][CH:24]=[CH:23][CH:22]=1)[CH2:13][C:14]1[CH:19]=[CH:18][CH:17]=[CH:16][CH:15]=1)[CH:8]=[CH:7]2.CCCCCC.C([Li])CCC.[CH3:38][N:39]1[CH2:44][CH2:43][C:42](=[O:45])[CH2:41][CH2:40]1.